This data is from Reaction yield outcomes from USPTO patents with 853,638 reactions. The task is: Predict the reaction yield, written as a fraction of the theoretical maximum amount of product (1.0 means a 100% yield; for example, 0.34 means a 34% yield). (1) The reactants are [N:1]([CH2:4][CH2:5][N:6]1[C:10]2[CH:11]=[CH:12][CH:13]=[CH:14][C:9]=2[N:8]=[C:7]1[CH2:15][N:16]1[C:20]2[CH:21]=[CH:22][CH:23]=[CH:24][C:19]=2[N:18]=[N:17]1)=[N+]=[N-]. The catalyst is [Pd].CO. The product is [N:16]1([CH2:15][C:7]2[N:6]([CH2:5][CH2:4][NH2:1])[C:10]3[CH:11]=[CH:12][CH:13]=[CH:14][C:9]=3[N:8]=2)[C:20]2[CH:21]=[CH:22][CH:23]=[CH:24][C:19]=2[N:18]=[N:17]1. The yield is 1.00. (2) The reactants are [OH:1][CH:2]1[CH2:5][N:4]([C:6]([C:8]2[O:9][C:10]([C:13]3[CH:18]=[CH:17][CH:16]=[CH:15][CH:14]=3)=[N:11][N:12]=2)=[O:7])[CH2:3]1.C(N(CC)CC)C.[CH3:26][S:27](Cl)(=[O:29])=[O:28]. The catalyst is ClCCl. The product is [CH3:26][S:27]([O:1][CH:2]1[CH2:5][N:4]([C:6]([C:8]2[O:9][C:10]([C:13]3[CH:14]=[CH:15][CH:16]=[CH:17][CH:18]=3)=[N:11][N:12]=2)=[O:7])[CH2:3]1)(=[O:29])=[O:28]. The yield is 0.980. (3) The reactants are [Cl:1][C:2]1[CH:18]=[C:17]([I:19])[CH:16]=[C:15]([Cl:20])[C:3]=1[C:4](Cl)=[N:5][C:6]1[C:11]([F:12])=[CH:10][N:9]=[CH:8][C:7]=1F.NC(N)=[S:23].N1C=CC=CC=1.CCN(CC)CC. The catalyst is C(O)(C)C. The product is [Cl:1][C:2]1[CH:18]=[C:17]([I:19])[CH:16]=[C:15]([Cl:20])[C:3]=1[C:4]1[S:23][C:7]2[CH:8]=[N:9][CH:10]=[C:11]([F:12])[C:6]=2[N:5]=1. The yield is 0.660. (4) The reactants are [Cl:1][C:2]1[CH:3]=[C:4]([CH:7]=[CH:8][C:9]=1F)[CH:5]=[O:6].[C:11]1([OH:17])[CH:16]=[CH:15][CH:14]=[CH:13][CH:12]=1.C(=O)([O-])[O-:19].[K+].[K+].CC(=CC)C.P([O-])(O)(O)=O.[K+].Cl[O-].[Na+]. No catalyst specified. The product is [Cl:1][C:2]1[CH:3]=[C:4]([CH:7]=[CH:8][C:9]=1[O:17][C:11]1[CH:16]=[CH:15][CH:14]=[CH:13][CH:12]=1)[C:5]([OH:19])=[O:6]. The yield is 0.770. (5) The yield is 0.710. The catalyst is C(O)C. The reactants are C([O:3][C:4]([C:6]1[N:7]=[C:8]([NH:11][C:12](=[O:28])[CH:13]([C:20]2[CH:25]=[CH:24][C:23]([Cl:26])=[C:22]([Cl:27])[CH:21]=2)[CH2:14][CH:15]2[CH2:19][CH2:18][CH2:17][CH2:16]2)[S:9][CH:10]=1)=[O:5])C.[OH-].[Na+]. The product is [CH:15]1([CH2:14][CH:13]([C:20]2[CH:25]=[CH:24][C:23]([Cl:26])=[C:22]([Cl:27])[CH:21]=2)[C:12]([NH:11][C:8]2[S:9][CH:10]=[C:6]([C:4]([OH:5])=[O:3])[N:7]=2)=[O:28])[CH2:19][CH2:18][CH2:17][CH2:16]1. (6) The reactants are [NH2:1][CH2:2][C@@H:3]1[CH2:7][CH2:6][N:5]([C:8]2[C:17]3[C:12](=[CH:13][C:14]([CH3:18])=[CH:15][CH:16]=3)[N:11]=[C:10]([C:19]3[CH:24]=[CH:23][CH:22]=[CH:21][C:20]=3[OH:25])[N:9]=2)[CH2:4]1.C(N(CC)CC)C.Cl[C:34]([O:36][CH2:37][CH2:38][CH3:39])=[O:35]. The catalyst is C(Cl)Cl. The product is [CH2:37]([O:36][C:34](=[O:35])[NH:1][CH2:2][C@@H:3]1[CH2:7][CH2:6][N:5]([C:8]2[C:17]3[C:12](=[CH:13][C:14]([CH3:18])=[CH:15][CH:16]=3)[N:11]=[C:10]([C:19]3[CH:24]=[CH:23][CH:22]=[CH:21][C:20]=3[OH:25])[N:9]=2)[CH2:4]1)[CH2:38][CH3:39]. The yield is 0.620.